Dataset: Catalyst prediction with 721,799 reactions and 888 catalyst types from USPTO. Task: Predict which catalyst facilitates the given reaction. Reactant: [Cl:1][C:2]1[CH:10]=[C:9]([O:11][C:12]2[CH:17]=[CH:16][N:15]=[CH:14][C:13]=2[C:18]([N:20]2[C:29]3[C:24](=[CH:25][CH:26]=[CH:27][CH:28]=3)[N:23]([CH:30]3[CH2:32][CH2:31]3)[CH2:22][CH2:21]2)=[O:19])[C:8]([Cl:33])=[CH:7][C:3]=1[C:4](O)=[O:5].F[P-](F)(F)(F)(F)F.N1(OC(N(C)C)=[N+](C)C)C2N=CC=CC=2N=N1.C(N(CC)C(C)C)(C)C.Cl.[CH3:68][O:69][C:70](=[O:73])[CH2:71][NH2:72]. Product: [CH3:68][O:69][C:70](=[O:73])[CH2:71][NH:72][C:4](=[O:5])[C:3]1[CH:7]=[C:8]([Cl:33])[C:9]([O:11][C:12]2[CH:17]=[CH:16][N:15]=[CH:14][C:13]=2[C:18]([N:20]2[C:29]3[C:24](=[CH:25][CH:26]=[CH:27][CH:28]=3)[N:23]([CH:30]3[CH2:31][CH2:32]3)[CH2:22][CH2:21]2)=[O:19])=[CH:10][C:2]=1[Cl:1]. The catalyst class is: 9.